Predict which catalyst facilitates the given reaction. From a dataset of Catalyst prediction with 721,799 reactions and 888 catalyst types from USPTO. Reactant: [C:1](Cl)(=[O:6])[CH2:2][CH:3]([CH3:5])[CH3:4].[NH2:8][C:9]1[C:13]2[CH:14]=[CH:15][CH:16]=[CH:17][C:12]=2[O:11][C:10]=1[C:18]([NH2:20])=[O:19].O. Product: [CH3:4][CH:3]([CH3:5])[CH2:2][C:1]([NH:8][C:9]1[C:13]2[CH:14]=[CH:15][CH:16]=[CH:17][C:12]=2[O:11][C:10]=1[C:18]([NH2:20])=[O:19])=[O:6]. The catalyst class is: 3.